From a dataset of Peptide-MHC class II binding affinity with 134,281 pairs from IEDB. Regression. Given a peptide amino acid sequence and an MHC pseudo amino acid sequence, predict their binding affinity value. This is MHC class II binding data. The peptide sequence is NFISGIQYLAGLSTLPGNPA. The MHC is DRB1_0901 with pseudo-sequence DRB1_0901. The binding affinity (normalized) is 0.437.